Predict the reactants needed to synthesize the given product. From a dataset of Full USPTO retrosynthesis dataset with 1.9M reactions from patents (1976-2016). (1) Given the product [F:23][C:13]1[CH:12]=[C:11]([N:5]([CH2:4][CH:3]=[O:2])[C:6](=[O:10])[O:7][CH2:8][CH3:9])[CH:16]=[CH:15][C:14]=1[N:17]1[CH2:22][CH2:21][O:20][CH2:19][CH2:18]1, predict the reactants needed to synthesize it. The reactants are: C[O:2][CH:3](OC)[CH2:4][N:5]([C:11]1[CH:16]=[CH:15][C:14]([N:17]2[CH2:22][CH2:21][O:20][CH2:19][CH2:18]2)=[C:13]([F:23])[CH:12]=1)[C:6](=[O:10])[O:7][CH2:8][CH3:9].Cl. (2) Given the product [Br:27][C:24]1[CH:25]=[CH:26][C:21]([CH2:20][CH2:1][N:8]2[CH2:9][CH2:10][NH:11][CH2:12][CH2:13]2)=[CH:22][CH:23]=1, predict the reactants needed to synthesize it. The reactants are: [C:1]([N:8]1[CH2:13][CH2:12][NH:11][CH2:10][CH2:9]1)(OC(C)(C)C)=O.CS(OC[CH2:20][C:21]1[CH:26]=[CH:25][C:24]([Br:27])=[CH:23][CH:22]=1)(=O)=O.C(=O)([O-])[O-].[Cs+].[Cs+]. (3) Given the product [N+:52]([C:49]1[CH:48]=[CH:47][C:46]([C:44](=[O:45])[CH2:43][NH:42][C:14]([CH:11]2[CH2:10][CH2:9][N:8]([C:6]([O:5][C:1]([CH3:2])([CH3:3])[CH3:4])=[O:7])[CH2:13][CH2:12]2)=[O:16])=[CH:51][CH:50]=1)([O-:54])=[O:53], predict the reactants needed to synthesize it. The reactants are: [C:1]([O:5][C:6]([N:8]1[CH2:13][CH2:12][CH:11]([C:14]([OH:16])=O)[CH2:10][CH2:9]1)=[O:7])([CH3:4])([CH3:3])[CH3:2].CN(C(ON1N=NC2C=CC=NC1=2)=[N+](C)C)C.F[P-](F)(F)(F)(F)F.Cl.[NH2:42][CH2:43][C:44]([C:46]1[CH:51]=[CH:50][C:49]([N+:52]([O-:54])=[O:53])=[CH:48][CH:47]=1)=[O:45].CCN(C(C)C)C(C)C. (4) Given the product [NH2:30][S:27]([C:24]1[CH:23]=[CH:22][C:21]([N:20]2[C:11]([C:13]3[CH:18]=[CH:17][C:16]([Br:19])=[CH:15][CH:14]=3)=[CH:10][C:4]([C:5]([O:7][CH2:8][CH3:9])=[O:6])=[C:1]2[CH3:2])=[CH:26][CH:25]=1)(=[O:28])=[O:29], predict the reactants needed to synthesize it. The reactants are: [C:1]([CH:4]([CH2:10][C:11]([C:13]1[CH:18]=[CH:17][C:16]([Br:19])=[CH:15][CH:14]=1)=O)[C:5]([O:7][CH2:8][CH3:9])=[O:6])(=O)[CH3:2].[NH2:20][C:21]1[CH:26]=[CH:25][C:24]([S:27]([NH2:30])(=[O:29])=[O:28])=[CH:23][CH:22]=1. (5) Given the product [F:1][C:2]1[CH:10]=[CH:9][CH:8]=[C:7]([CH3:11])[C:3]=1[C:4]([NH:45][C@@H:44]([C:38]12[N:37]([CH3:36])[CH:41]([CH2:40][CH2:39]1)[CH2:42][CH2:43]2)[C:46]1[CH:51]=[CH:50][CH:49]=[CH:48][CH:47]=1)=[O:6], predict the reactants needed to synthesize it. The reactants are: [F:1][C:2]1[CH:10]=[CH:9][CH:8]=[C:7]([CH3:11])[C:3]=1[C:4]([OH:6])=O.CN(C(ON1N=NC2C=CC=CC1=2)=[N+](C)C)C.[B-](F)(F)(F)F.Cl.Cl.[CH3:36][N:37]1[CH:41]2[CH2:42][CH2:43][C:38]1([CH:44]([C:46]1[CH:51]=[CH:50][CH:49]=[CH:48][CH:47]=1)[NH2:45])[CH2:39][CH2:40]2.C(N(CC)C(C)C)(C)C. (6) Given the product [F:1][CH:2]([F:23])[O:3][C:4]1[C:5]([O:22][CH2:31][C:32]2[CH:33]=[CH:34][C:35]([S:38]([CH3:41])(=[O:40])=[O:39])=[CH:36][CH:37]=2)=[C:6]([C:12]2[CH:20]=[CH:19][CH:18]=[C:17]3[C:13]=2[CH2:14][CH2:15][C:16]3=[O:21])[CH:7]=[CH:8][C:9]=1[O:10][CH3:11], predict the reactants needed to synthesize it. The reactants are: [F:1][CH:2]([F:23])[O:3][C:4]1[C:5]([OH:22])=[C:6]([C:12]2[CH:20]=[CH:19][CH:18]=[C:17]3[C:13]=2[CH2:14][CH2:15][C:16]3=[O:21])[CH:7]=[CH:8][C:9]=1[O:10][CH3:11].C(=O)([O-])[O-].[K+].[K+].Br[CH2:31][C:32]1[CH:37]=[CH:36][C:35]([S:38]([CH3:41])(=[O:40])=[O:39])=[CH:34][CH:33]=1.